From a dataset of Merck oncology drug combination screen with 23,052 pairs across 39 cell lines. Regression. Given two drug SMILES strings and cell line genomic features, predict the synergy score measuring deviation from expected non-interaction effect. (1) Drug 1: N.N.O=C(O)C1(C(=O)O)CCC1.[Pt]. Drug 2: NC1(c2ccc(-c3nc4ccn5c(=O)[nH]nc5c4cc3-c3ccccc3)cc2)CCC1. Cell line: HT29. Synergy scores: synergy=16.5. (2) Drug 1: O=c1[nH]cc(F)c(=O)[nH]1. Drug 2: O=C(CCCCCCC(=O)Nc1ccccc1)NO. Cell line: DLD1. Synergy scores: synergy=0.0498.